Dataset: Catalyst prediction with 721,799 reactions and 888 catalyst types from USPTO. Task: Predict which catalyst facilitates the given reaction. (1) Reactant: [Cl:1][CH:2]1[C:4](Cl)([Cl:5])[C:3]1([Cl:8])[Cl:7].[OH-].[K+].[CH2:11]([O:13][CH2:14][C:15]1[O:16][CH:17]=[CH:18][CH:19]=1)[CH3:12]. Product: [Cl:5][C:4]1[C@:15]2([CH2:14][O:13][CH2:11][CH3:12])[O:16][C@H:17]([C:3]([Cl:8])([Cl:7])[C:2]=1[Cl:1])[CH:18]=[CH:19]2. The catalyst class is: 12. (2) Reactant: [H-].[Na+].[CH3:3][C:4]1[C:8]([B:9]2[O:13][C:12]([CH3:15])([CH3:14])[C:11]([CH3:17])([CH3:16])[O:10]2)=[C:7]([CH3:18])[NH:6][N:5]=1.Br[CH2:20][CH2:21][O:22][CH3:23].O. Product: [CH3:23][O:22][CH2:21][CH2:20][N:5]1[C:4]([CH3:3])=[C:8]([B:9]2[O:13][C:12]([CH3:14])([CH3:15])[C:11]([CH3:17])([CH3:16])[O:10]2)[C:7]([CH3:18])=[N:6]1. The catalyst class is: 1. (3) Reactant: O[CH2:2][C:3]1[CH:8]=[CH:7][N:6]=[C:5]([NH:9][C:10](=[O:16])[O:11][C:12]([CH3:15])([CH3:14])[CH3:13])[CH:4]=1.O=S(Cl)[Cl:19]. Product: [Cl:19][CH2:2][C:3]1[CH:8]=[CH:7][N:6]=[C:5]([NH:9][C:10](=[O:16])[O:11][C:12]([CH3:15])([CH3:14])[CH3:13])[CH:4]=1. The catalyst class is: 2. (4) Reactant: Cl.[Si:2]([O:19][C@H:20]1[C@H:34]([CH2:35][CH2:36][C@H:37]([CH2:46][O:47][Si](C)(C)C(C)(C)C)[O:38][Si](C)(C)C(C)(C)C)[C@H:23]2[CH2:24][C:25]3[C:30]([CH2:31][C@H:22]2[CH2:21]1)=[C:29]([O:32][CH3:33])[CH:28]=[CH:27][CH:26]=3)([C:15]([CH3:18])([CH3:17])[CH3:16])([C:9]1[CH:14]=[CH:13][CH:12]=[CH:11][CH:10]=1)[C:3]1[CH:8]=[CH:7][CH:6]=[CH:5][CH:4]=1.C(OCC)(=O)C.CCCCCCC. Product: [Si:2]([O:19][C@H:20]1[C@H:34]([CH2:35][CH2:36][C@@H:37]([OH:38])[CH2:46][OH:47])[C@H:23]2[CH2:24][C:25]3[C:30]([CH2:31][C@H:22]2[CH2:21]1)=[C:29]([O:32][CH3:33])[CH:28]=[CH:27][CH:26]=3)([C:15]([CH3:17])([CH3:16])[CH3:18])([C:9]1[CH:10]=[CH:11][CH:12]=[CH:13][CH:14]=1)[C:3]1[CH:4]=[CH:5][CH:6]=[CH:7][CH:8]=1. The catalyst class is: 36.